Task: Regression/Classification. Given a drug SMILES string, predict its absorption, distribution, metabolism, or excretion properties. Task type varies by dataset: regression for continuous measurements (e.g., permeability, clearance, half-life) or binary classification for categorical outcomes (e.g., BBB penetration, CYP inhibition). Dataset: hlm.. Dataset: Human liver microsome stability data (1) The drug is N#CC1(n2cc([C@@H](NC(=O)c3cnoc3)C3CCCCC3)nn2)CC1. The result is 0 (unstable in human liver microsomes). (2) The drug is C[C@@H]1CN(c2ccc(F)cc2C(F)(F)F)CCN1S(=O)(=O)c1ccc(N2CCNCC2=O)cc1Cl. The result is 1 (stable in human liver microsomes).